This data is from Catalyst prediction with 721,799 reactions and 888 catalyst types from USPTO. The task is: Predict which catalyst facilitates the given reaction. (1) Product: [CH3:1][C:2]1[CH:3]=[CH:4][C:5]([O:8][CH2:16][C:17]2[C:18]([CH3:29])=[C:19]([C:23]3[CH:28]=[CH:27][CH:26]=[CH:25][CH:24]=3)[CH:20]=[CH:21][CH:22]=2)=[CH:6][N:7]=1. Reactant: [CH3:1][C:2]1[N:7]=[CH:6][C:5]([OH:8])=[CH:4][CH:3]=1.C(=O)([O-])[O-].[Cs+].[Cs+].Br[CH2:16][C:17]1[C:18]([CH3:29])=[C:19]([C:23]2[CH:28]=[CH:27][CH:26]=[CH:25][CH:24]=2)[CH:20]=[CH:21][CH:22]=1.C(OCC)(=O)C. The catalyst class is: 3. (2) Reactant: [OH:1][CH:2]([CH2:18][N:19]1[CH2:24][CH2:23][O:22][CH2:21][CH2:20]1)[CH2:3][N:4]1[CH2:10][CH2:9][CH2:8][C:7]2[NH:11][C:12]([CH:15]=O)=[C:13]([CH3:14])[C:6]=2[C:5]1=[O:17].[F:25][C:26]1[C:31]([F:32])=[CH:30][CH:29]=[CH:28][C:27]=1[C:33]1[C:41]([F:42])=[CH:40][CH:39]=[C:38]2[C:34]=1[CH2:35][C:36](=[O:43])[NH:37]2.N1CCCCC1. Product: [F:25][C:26]1[C:31]([F:32])=[CH:30][CH:29]=[CH:28][C:27]=1[C:33]1[C:41]([F:42])=[CH:40][CH:39]=[C:38]2[C:34]=1/[C:35](=[CH:15]/[C:12]1[NH:11][C:7]3[CH2:8][CH2:9][CH2:10][N:4]([CH2:3][C@H:2]([OH:1])[CH2:18][N:19]4[CH2:24][CH2:23][O:22][CH2:21][CH2:20]4)[C:5](=[O:17])[C:6]=3[C:13]=1[CH3:14])/[C:36](=[O:43])[NH:37]2. The catalyst class is: 8. (3) Reactant: [CH3:1][C:2]([CH3:27])([CH3:26])[C@H:3]([NH:7][C:8]([C:10]1[N:11]=[C:12]([C:20]2[CH:25]=[CH:24][CH:23]=[CH:22][CH:21]=2)[N:13]2[CH2:18][CH2:17][N:16]([CH3:19])[CH2:15][C:14]=12)=[O:9])[C:4](Cl)=[O:5].[NH3:28].C1[CH2:33][O:32]CC1. Product: [NH2:28][C:4](=[O:5])[C@@H:3]([NH:7][C:8]([C:10]1[N:11]=[C:12]([C:20]2[CH:25]=[CH:24][CH:23]=[CH:22][CH:21]=2)[N:13]2[CH2:18][CH2:17][N:16]([CH3:19])[CH2:15][C:14]=12)=[O:9])[C:2]([CH3:27])([CH3:26])[CH3:1].[CH:33]([O-:32])=[O:5]. The catalyst class is: 5. (4) Reactant: Br[C:2]1[CH:9]=[C:8]([O:10][C:11]2[CH:16]=[CH:15][CH:14]=[C:13]([N+:17]([O-:19])=[O:18])[CH:12]=2)[CH:7]=[CH:6][C:3]=1[CH:4]=[O:5].[B:20]1([B:20]2[O:24][C:23]([CH3:26])([CH3:25])[C:22]([CH3:28])([CH3:27])[O:21]2)[O:24][C:23]([CH3:26])([CH3:25])[C:22]([CH3:28])([CH3:27])[O:21]1.C([O-])(=O)C.[K+].ClCCl. Product: [N+:17]([C:13]1[CH:12]=[C:11]([CH:16]=[CH:15][CH:14]=1)[O:10][C:8]1[CH:7]=[CH:6][C:3]([CH:4]=[O:5])=[C:2]([B:20]2[O:24][C:23]([CH3:26])([CH3:25])[C:22]([CH3:28])([CH3:27])[O:21]2)[CH:9]=1)([O-:19])=[O:18]. The catalyst class is: 439.